From a dataset of Forward reaction prediction with 1.9M reactions from USPTO patents (1976-2016). Predict the product of the given reaction. (1) Given the reactants N1C=CC=CC=1N.[CH3:8][C:9]1[N:10]=[C:11]([NH2:14])[S:12][CH:13]=1.Cl[C:16]1[CH:21]=[C:20]([S:22][C:23]2[CH:28]=[CH:27][CH:26]=[C:25]([O:29][CH3:30])[CH:24]=2)[CH:19]=[CH:18][N:17]=1.P([O-])([O-])([O-])=O.[K+].[K+].[K+], predict the reaction product. The product is: [CH3:30][O:29][C:25]1[CH:24]=[C:23]([S:22][C:20]2[CH:19]=[CH:18][N:17]=[C:16]([NH:14][C:11]3[S:12][CH:13]=[C:9]([CH3:8])[N:10]=3)[CH:21]=2)[CH:28]=[CH:27][CH:26]=1. (2) The product is: [Br:16][CH:14]([CH3:15])[C:13]([C:5]1[CH:4]=[C:3]([C:2]([F:19])([F:18])[F:1])[CH:8]=[C:7]([F:20])[CH:6]=1)=[O:17]. Given the reactants [F:1][C:2]([F:19])([F:18])[C:3]1[CH:4]=[C:5]([C:13](=[O:17])[CH:14]([Br:16])[CH3:15])[CH:6]=[C:7](C(F)(F)F)[CH:8]=1.[F:20]C(F)(F)C1C=C(C(=O)CC)C=C(C(F)(F)F)C=1, predict the reaction product. (3) Given the reactants [O:1]1[CH2:6][CH:5]=[C:4](B2OC(C)(C)C(C)(C)O2)[CH2:3][CH2:2]1.FC(F)(F)S(O[C:22]1[CH:35]=[C:34]2[C:25]([O:26][C:27]3[CH:28]=[CH:29][C:30]([C:41]4[CH:42]=[N:43][CH:44]=[N:45][CH:46]=4)=[CH:31][C:32]=3[C@:33]32[CH2:39][O:38][C:37]([NH2:40])=[N:36]3)=[CH:24][C:23]=1[F:47])(=O)=O.C(=O)([O-])[O-].[Na+].[Na+], predict the reaction product. The product is: [O:1]1[CH2:2][CH:3]=[C:4]([C:22]2[C:23]([F:47])=[CH:24][C:25]3[O:26][C:27]4[C:32](=[CH:31][C:30]([C:41]5[CH:46]=[N:45][CH:44]=[N:43][CH:42]=5)=[CH:29][CH:28]=4)[C@@:33]4([CH2:39][O:38][C:37]([NH2:40])=[N:36]4)[C:34]=3[CH:35]=2)[CH2:5][CH2:6]1. (4) The product is: [F:16][C:17]1([F:25])[CH2:22][CH2:21][CH:20]([CH2:23][NH:24][C:2]2[CH:11]=[CH:10][C:5]([C:6]([O:8][CH3:9])=[O:7])=[CH:4][C:3]=2[N+:12]([O-:14])=[O:13])[CH2:19][CH2:18]1. Given the reactants F[C:2]1[CH:11]=[CH:10][C:5]([C:6]([O:8][CH3:9])=[O:7])=[CH:4][C:3]=1[N+:12]([O-:14])=[O:13].Cl.[F:16][C:17]1([F:25])[CH2:22][CH2:21][CH:20]([CH2:23][NH2:24])[CH2:19][CH2:18]1.C(N(CC)CC)C, predict the reaction product. (5) Given the reactants [CH3:1][C:2]1[C:3]([CH2:14][S:15][C:16]2[NH:17][C:18]3[CH:24]=[CH:23][CH:22]=[CH:21][C:19]=3[N:20]=2)=[N:4][CH:5]=[CH:6][C:7]=1[O:8][CH2:9][C:10]([F:13])([F:12])[F:11].C(C(C(C(OCC)=O)O)O)(OCC)=[O:26].C(N(C(C)C)CC)(C)C.[O-]O.C1(C(C)C)C=CC=CC=1.S([O-])([O-])(=O)=S.[Na+].[Na+], predict the reaction product. The product is: [CH3:1][C:2]1[C:3]([CH2:14][S@:15]([C:16]2[NH:20][C:19]3[CH:21]=[CH:22][CH:23]=[CH:24][C:18]=3[N:17]=2)=[O:26])=[N:4][CH:5]=[CH:6][C:7]=1[O:8][CH2:9][C:10]([F:12])([F:11])[F:13]. (6) Given the reactants N[C:2]1[CH:3]=[CH:4][C:5]([CH2:8][C:9]([O:11][CH3:12])=[O:10])=[N:6][CH:7]=1.[CH2:13]=O.[BH3-][C:16]#[N:17].[Na+], predict the reaction product. The product is: [CH3:13][N:17]([CH3:16])[C:4]1[C:5]([CH2:8][C:9]([O:11][CH3:12])=[O:10])=[N:6][CH:7]=[CH:2][CH:3]=1.